This data is from CYP2C9 inhibition data for predicting drug metabolism from PubChem BioAssay. The task is: Regression/Classification. Given a drug SMILES string, predict its absorption, distribution, metabolism, or excretion properties. Task type varies by dataset: regression for continuous measurements (e.g., permeability, clearance, half-life) or binary classification for categorical outcomes (e.g., BBB penetration, CYP inhibition). Dataset: cyp2c9_veith. (1) The molecule is CC(=O)Nc1nnc(S(N)(=O)=O)s1. The result is 0 (non-inhibitor). (2) The molecule is O=S(=O)(Cc1ccc(Cl)cc1)c1ccccc1-c1nnc(-c2ccc(Cl)cc2)o1. The result is 1 (inhibitor). (3) The compound is COc1cc(OC)c(C2N(c3cc(C)on3)C(=O)C3CCCN32)cc1OC. The result is 0 (non-inhibitor). (4) The molecule is COCCN=C1Sc2nc3c(C)cccc3cc2CN1Cc1ccco1. The result is 1 (inhibitor). (5) The drug is CC(C)CN1CC2(CCN(C(=O)c3ccco3)CC2)C1. The result is 1 (inhibitor). (6) The molecule is COc1ccc(-n2c(=O)cnc3cnc(Oc4ccccc4)nc32)cc1. The result is 0 (non-inhibitor).